This data is from Full USPTO retrosynthesis dataset with 1.9M reactions from patents (1976-2016). The task is: Predict the reactants needed to synthesize the given product. (1) Given the product [ClH:1].[CH3:32][O:31][C:26]1[CH:27]=[CH:28][CH:29]=[CH:30][C:25]=1[C:23]1[N:22]=[CH:21][N:20]=[C:19]([NH:18][C:16]([NH:15][CH:11]2[CH2:12][CH2:13][CH2:14][NH:9][CH2:10]2)=[O:17])[CH:24]=1, predict the reactants needed to synthesize it. The reactants are: [ClH:1].C(OC([N:9]1[CH2:14][CH2:13][CH2:12][CH:11]([NH:15][C:16]([NH:18][C:19]2[CH:24]=[C:23]([C:25]3[CH:30]=[CH:29][CH:28]=[CH:27][C:26]=3[O:31][CH3:32])[N:22]=[CH:21][N:20]=2)=[O:17])[CH2:10]1)=O)(C)(C)C. (2) The reactants are: [NH2:1][C:2]1[CH:14]=[CH:13][C:12]([Br:15])=[CH:11][C:3]=1[C:4]([N:6](CC)[CH2:7][CH3:8])=[O:5].C(N)C. Given the product [NH2:1][C:2]1[CH:14]=[CH:13][C:12]([Br:15])=[CH:11][C:3]=1[C:4]([NH:6][CH2:7][CH3:8])=[O:5], predict the reactants needed to synthesize it. (3) Given the product [Br:17][C:14]1[CH:13]=[CH:12][C:11]([O:15][CH3:16])=[CH:10][C:9]=1[C:5]1[CH:6]=[CH:7][CH:8]=[C:3]([O:2][CH3:1])[CH:4]=1, predict the reactants needed to synthesize it. The reactants are: [CH3:1][O:2][C:3]1[CH:4]=[C:5]([C:9]2[CH:14]=[CH:13][CH:12]=[C:11]([O:15][CH3:16])[CH:10]=2)[CH:6]=[CH:7][CH:8]=1.[Br:17]N1C(=O)CCC1=O. (4) Given the product [CH3:42][Si:2]([CH3:1])([CH2:21][CH2:22][C:23]([F:41])([F:40])[C:24]([F:38])([F:39])[C:25]([F:36])([F:37])[C:26]([F:34])([F:35])[C:27]([F:32])([F:33])[C:28]([F:29])([F:30])[F:31])[CH2:3][CH2:4][CH2:5][CH2:6][O:7][C:8]1[CH:13]=[CH:12][C:11]([C:14]2[N:15]=[CH:16][C:17]([O:20][CH2:53][CH:48]3[O:49][C:50](=[O:52])[CH2:51][CH:47]3[CH2:43][CH:44]([CH3:46])[CH3:45])=[CH:18][N:19]=2)=[CH:10][CH:9]=1, predict the reactants needed to synthesize it. The reactants are: [CH3:1][Si:2]([CH3:42])([CH2:21][CH2:22][C:23]([F:41])([F:40])[C:24]([F:39])([F:38])[C:25]([F:37])([F:36])[C:26]([F:35])([F:34])[C:27]([F:33])([F:32])[C:28]([F:31])([F:30])[F:29])[CH2:3][CH2:4][CH2:5][CH2:6][O:7][C:8]1[CH:13]=[CH:12][C:11]([C:14]2[N:19]=[CH:18][C:17]([OH:20])=[CH:16][N:15]=2)=[CH:10][CH:9]=1.[CH2:43]([CH:47]1[CH2:51][C:50](=[O:52])[O:49][CH:48]1[CH2:53]OS(C1C=CC(C)=CC=1)(=O)=O)[CH:44]([CH3:46])[CH3:45].C(=O)([O-])[O-].[Cs+].[Cs+]. (5) Given the product [CH3:33][S:40]([C:3]1[CH:4]=[CH:5][C:6]([CH:9]([C:11]2[N:12]=[C:13]3[CH:19]=[CH:18][N:17]([S:20]([C:23]4[CH:24]=[CH:25][C:26]([CH3:27])=[CH:28][CH:29]=4)(=[O:21])=[O:22])[C:14]3=[N:15][CH:16]=2)[NH2:10])=[CH:7][CH:8]=1)(=[O:42])=[O:41], predict the reactants needed to synthesize it. The reactants are: CS[C:3]1[CH:8]=[CH:7][C:6]([CH:9]([C:11]2[N:12]=[C:13]3[CH:19]=[CH:18][N:17]([S:20]([C:23]4[CH:29]=[CH:28][C:26]([CH3:27])=[CH:25][CH:24]=4)(=[O:22])=[O:21])[C:14]3=[N:15][CH:16]=2)[NH2:10])=[CH:5][CH:4]=1.[Br-].[Mg+2].[Br-].[CH2:33]1COCC1.OO[S:40]([O-:42])=[O:41].[K+]. (6) The reactants are: [CH3:1][C@:2]12[C@@:19]3([CH3:20])[C@@H:10]([C@:11]4([CH3:32])[C@@H:16]([CH2:17][CH2:18]3)[C:15]([CH3:22])([CH3:21])[C:14]([C:23]3[CH:31]=[CH:30][C:26]([C:27]([OH:29])=[O:28])=[CH:25][CH:24]=3)=[CH:13][CH2:12]4)[CH2:9][CH2:8][C@@H:7]1[C@H:6]1[C@H:33]([C:36]([CH3:38])=[CH2:37])[CH2:34][CH2:35][C@:5]1([NH:39][CH2:40][CH2:41][NH:42][C:43]1C=NC=CC=1)[CH2:4][CH2:3]2.Br[C:50]1[N:51](C)[CH:52]=[CH:53][N:54]=1.[Li+].[OH-].C(O)(C(F)(F)F)=O. Given the product [CH3:1][C@:2]12[C@@:19]3([CH3:20])[C@@H:10]([C@:11]4([CH3:32])[C@@H:16]([CH2:17][CH2:18]3)[C:15]([CH3:21])([CH3:22])[C:14]([C:23]3[CH:31]=[CH:30][C:26]([C:27]([OH:29])=[O:28])=[CH:25][CH:24]=3)=[CH:13][CH2:12]4)[CH2:9][CH2:8][C@@H:7]1[C@H:6]1[C@H:33]([C:36]([CH3:38])=[CH2:37])[CH2:34][CH2:35][C@:5]1([NH:39][CH2:40][CH2:41][NH:42][C:43]1[N:51]([CH3:50])[CH:52]=[CH:53][N:54]=1)[CH2:4][CH2:3]2, predict the reactants needed to synthesize it. (7) Given the product [Cl:1][C:2]1[CH:3]=[CH:4][C:5]([CH:8]([OH:38])[C:9]2[C:10]([C:36]#[N:37])=[C:11]([C:25]3[CH:30]=[CH:29][N:28]=[C:27]([NH:31][C:32](=[O:35])[O:33][CH3:34])[CH:26]=3)[S:12][C:13]=2[C:14]2[NH:18][CH:17]=[N:16][N:15]=2)=[CH:6][CH:7]=1, predict the reactants needed to synthesize it. The reactants are: [Cl:1][C:2]1[CH:7]=[CH:6][C:5]([CH:8]([OH:38])[C:9]2[C:10]([C:36]#[N:37])=[C:11]([C:25]3[CH:30]=[CH:29][N:28]=[C:27]([NH:31][C:32](=[O:35])[O:33][CH3:34])[CH:26]=3)[S:12][C:13]=2[C:14]2[N:18]=[CH:17][N:16](C3CCCCO3)[N:15]=2)=[CH:4][CH:3]=1.O1CCOCC1.Cl.O. (8) Given the product [I:12][C:7]1[N:6]=[C:5]([C:3]([OH:2])=[O:4])[C:10]([O:11][CH:14]2[CH2:19][CH2:18][N:17]([CH3:20])[CH2:16][CH2:15]2)=[N:9][CH:8]=1, predict the reactants needed to synthesize it. The reactants are: C[O:2][C:3]([C:5]1[C:10]([OH:11])=[N:9][CH:8]=[C:7]([I:12])[N:6]=1)=[O:4].O[CH:14]1[CH2:19][CH2:18][N:17]([CH3:20])[CH2:16][CH2:15]1.C1(P(C2C=CC=CC=2)C2C=CC=CC=2)C=CC=CC=1.C1(C)C=CC=CC=1.N(C(OC(C)C)=O)=NC(OC(C)C)=O.